Dataset: Merck oncology drug combination screen with 23,052 pairs across 39 cell lines. Task: Regression. Given two drug SMILES strings and cell line genomic features, predict the synergy score measuring deviation from expected non-interaction effect. (1) Synergy scores: synergy=0.300. Drug 1: CN1C(=O)C=CC2(C)C3CCC4(C)C(NC(=O)OCC(F)(F)F)CCC4C3CCC12. Drug 2: NC(=O)c1cccc2cn(-c3ccc(C4CCCNC4)cc3)nc12. Cell line: NCIH520. (2) Drug 1: Cn1nnc2c(C(N)=O)ncn2c1=O. Drug 2: CCC1(O)C(=O)OCc2c1cc1n(c2=O)Cc2cc3c(CN(C)C)c(O)ccc3nc2-1. Cell line: LOVO. Synergy scores: synergy=-7.74. (3) Drug 1: CN(Cc1cnc2nc(N)nc(N)c2n1)c1ccc(C(=O)NC(CCC(=O)O)C(=O)O)cc1. Drug 2: COC1CC2CCC(C)C(O)(O2)C(=O)C(=O)N2CCCCC2C(=O)OC(C(C)CC2CCC(OP(C)(C)=O)C(OC)C2)CC(=O)C(C)C=C(C)C(O)C(OC)C(=O)C(C)CC(C)C=CC=CC=C1C. Cell line: NCIH2122. Synergy scores: synergy=-1.43. (4) Drug 1: C=CCn1c(=O)c2cnc(Nc3ccc(N4CCN(C)CC4)cc3)nc2n1-c1cccc(C(C)(C)O)n1. Drug 2: C#Cc1cccc(Nc2ncnc3cc(OCCOC)c(OCCOC)cc23)c1. Cell line: ES2. Synergy scores: synergy=2.56. (5) Synergy scores: synergy=-19.7. Drug 1: O=S1(=O)NC2(CN1CC(F)(F)F)C1CCC2Cc2cc(C=CCN3CCC(C(F)(F)F)CC3)ccc2C1. Drug 2: CC1CC2C3CCC4=CC(=O)C=CC4(C)C3(F)C(O)CC2(C)C1(O)C(=O)CO. Cell line: ES2. (6) Drug 1: CN1C(=O)C=CC2(C)C3CCC4(C)C(NC(=O)OCC(F)(F)F)CCC4C3CCC12. Drug 2: NC1(c2ccc(-c3nc4ccn5c(=O)[nH]nc5c4cc3-c3ccccc3)cc2)CCC1. Cell line: OV90. Synergy scores: synergy=2.83.